Dataset: Full USPTO retrosynthesis dataset with 1.9M reactions from patents (1976-2016). Task: Predict the reactants needed to synthesize the given product. Given the product [Cl:1][C:2]1[CH:3]=[C:4]([N:13]([CH2:24][CH3:25])[CH2:14][CH:15]([CH3:17])[CH3:16])[C:5]([CH3:12])=[C:6]([CH:11]=1)[C:7]([O:9][CH3:10])=[O:8], predict the reactants needed to synthesize it. The reactants are: [Cl:1][C:2]1[CH:3]=[C:4]([NH:13][CH2:14][CH:15]([CH3:17])[CH3:16])[C:5]([CH3:12])=[C:6]([CH:11]=1)[C:7]([O:9][CH3:10])=[O:8].C(=O)([O-])[O-].[Cs+].[Cs+].[CH2:24](I)[CH3:25].